From a dataset of Full USPTO retrosynthesis dataset with 1.9M reactions from patents (1976-2016). Predict the reactants needed to synthesize the given product. (1) Given the product [CH3:22][C:21]([C:23]1[CH:28]=[CH:27][C:26]([OH:29])=[CH:25][CH:24]=1)([C:30]1[CH:35]=[CH:34][C:33]([OH:36])=[CH:32][CH:31]=1)[CH3:20].[C:14]([OH:13])([OH:29])=[O:18], predict the reactants needed to synthesize it. The reactants are: CCCCOP([O:13][CH2:14]CCC)(OCCCC)=O.[OH-:18].[Na+].[CH3:20][C:21]([C:30]1[CH:31]=[CH:32][C:33]([OH:36])=[CH:34][CH:35]=1)([C:23]1[CH:24]=[CH:25][C:26]([OH:29])=[CH:27][CH:28]=1)[CH3:22]. (2) Given the product [CH3:1][N:2]([CH3:25])[C:3]1[CH:8]=[CH:7][C:6]([C:9]2[O:24][C:14]3[C:13]([C:11](=[O:12])[CH:10]=2)=[CH:18][CH:17]=[C:16]([O:19][CH3:20])[C:15]=3[O:21][CH3:22])=[CH:5][CH:4]=1, predict the reactants needed to synthesize it. The reactants are: [CH3:1][N:2]([CH3:25])[C:3]1[CH:8]=[CH:7][C:6]([C:9](=[O:24])[CH2:10][C:11]([C:13]2[CH:18]=[CH:17][C:16]([O:19][CH3:20])=[C:15]([O:21][CH3:22])[C:14]=2O)=[O:12])=[CH:5][CH:4]=1.CCOC(C)=O.CCCCCC. (3) Given the product [CH3:11][N:12]([CH2:13][C:14]1[S:15][CH:16]=[CH:17][CH:18]=1)[C:8]([CH:2]1[CH2:3][CH:4]2[CH2:7][CH:1]1[CH:6]=[CH:5]2)=[O:10], predict the reactants needed to synthesize it. The reactants are: [CH:1]12[CH2:7][CH:4]([CH:5]=[CH:6]1)[CH2:3][CH:2]2[C:8]([OH:10])=O.[CH3:11][NH:12][CH2:13][C:14]1[S:15][CH:16]=[CH:17][CH:18]=1.C(N(CC)CC)C.CCN=C=NCCCN(C)C. (4) Given the product [Cl:1][C:2]1[CH:3]=[C:4]([NH:10][C:11]2[CH:15]=[C:14]([CH3:16])[N:13]([CH3:20])[N:12]=2)[C:5](=[O:9])[N:6]([CH3:8])[N:7]=1, predict the reactants needed to synthesize it. The reactants are: [Cl:1][C:2]1[CH:3]=[C:4]([NH:10][C:11]2[CH:15]=[C:14]([CH3:16])[NH:13][N:12]=2)[C:5](=[O:9])[N:6]([CH3:8])[N:7]=1.[H-].[Na+].I[CH3:20]. (5) Given the product [Cl:28][C:25]1[CH:26]=[CH:27][C:18]([NH:17][C:15](=[O:16])[CH2:14][O:13][C:12]2[CH:11]=[CH:10][CH:31]=[C:30]([C:3]3[CH:4]=[CH:5][O:1][CH:2]=3)[CH:29]=2)=[C:19]([CH:24]=1)[C:20]([O:22][CH3:23])=[O:21], predict the reactants needed to synthesize it. The reactants are: [O:1]1[CH:5]=[CH:4][C:3](B(O)O)=[CH:2]1.Br[C:10]1[CH:11]=[C:12]([CH:29]=[CH:30][CH:31]=1)[O:13][CH2:14][C:15]([NH:17][C:18]1[CH:27]=[CH:26][C:25]([Cl:28])=[CH:24][C:19]=1[C:20]([O:22][CH3:23])=[O:21])=[O:16].C(=O)([O-])[O-].[Cs+].[Cs+].C(OCC)(=O)C. (6) Given the product [F:17][C:14]1[CH:15]=[CH:16][C:11]2[NH:10][C:9](=[N:8][C:6](=[O:7])[C:5]3[CH:21]=[CH:22][C:2]([CH3:1])=[CH:3][CH:4]=3)[S:20][C:12]=2[C:13]=1[F:18], predict the reactants needed to synthesize it. The reactants are: [CH3:1][C:2]1[CH:22]=[CH:21][C:5]([C:6]([NH:8][C:9](=[S:20])[NH:10][C:11]2[CH:16]=[CH:15][C:14]([F:17])=[C:13]([F:18])[C:12]=2F)=[O:7])=[CH:4][CH:3]=1.[H-].[Na+]. (7) Given the product [NH2:11][C:10]1[S:15][C:13](=[S:14])[C:5]2[CH2:6][C:2]([CH3:12])([CH3:1])[CH2:3][C:4]=2[C:7]=1[C:8]#[N:9], predict the reactants needed to synthesize it. The reactants are: [CH3:1][C:2]1([CH3:12])[CH2:6][CH2:5][C:4](=[C:7]([C:10]#[N:11])[C:8]#[N:9])[CH2:3]1.[C:13](=[S:15])=[S:14].C(N(CC)CC)C.O. (8) Given the product [F:26][C:27]([F:32])([F:31])[C:28]([OH:30])=[O:29].[F:26][C:27]([F:32])([F:31])[C:28]([OH:30])=[O:29].[CH3:1][N:2]1[C:7]2[N:8]=[C:9]([N:13]3[CH2:18][CH2:17][NH:16][CH2:15][CH2:14]3)[NH:10][C:11](=[O:12])[C:6]=2[CH2:5][CH2:4][CH2:3]1, predict the reactants needed to synthesize it. The reactants are: [CH3:1][N:2]1[C:7]2[N:8]=[C:9]([N:13]3[CH2:18][CH2:17][N:16](C(OC(C)(C)C)=O)[CH2:15][CH2:14]3)[NH:10][C:11](=[O:12])[C:6]=2[CH2:5][CH2:4][CH2:3]1.[F:26][C:27]([F:32])([F:31])[C:28]([OH:30])=[O:29]. (9) The reactants are: [Cl:1][C:2]1[CH:3]=[C:4]([CH:29]=[CH:30][C:31]=1[F:32])[CH2:5][N:6]1[CH2:15][CH2:14][C:13]2[C:8](=[C:9]([O:26]C)[C:10](=[O:25])[N:11]3[CH2:21][CH2:20][C:19](=[O:22])[CH2:18][N:17]([CH3:23])[C:16](=[O:24])[C:12]3=2)[C:7]1=[O:28].Br. Given the product [Cl:1][C:2]1[CH:3]=[C:4]([CH:29]=[CH:30][C:31]=1[F:32])[CH2:5][N:6]1[CH2:15][CH2:14][C:13]2[C:8](=[C:9]([OH:26])[C:10](=[O:25])[N:11]3[CH2:21][CH2:20][C:19](=[O:22])[CH2:18][N:17]([CH3:23])[C:16](=[O:24])[C:12]3=2)[C:7]1=[O:28], predict the reactants needed to synthesize it.